From a dataset of Reaction yield outcomes from USPTO patents with 853,638 reactions. Predict the reaction yield, written as a fraction of the theoretical maximum amount of product (1.0 means a 100% yield; for example, 0.34 means a 34% yield). (1) The reactants are [CH2:1]([O:8][C@H:9]([C@@H:29]([O:50][CH2:51][C:52]1[CH:57]=[CH:56][CH:55]=[CH:54][CH:53]=1)[C@H:30]([O:42][CH2:43][C:44]1[CH:49]=[CH:48][CH:47]=[CH:46][CH:45]=1)[C:31](=O)[CH2:32][O:33][CH2:34][C:35]1[CH:40]=[CH:39][CH:38]=[CH:37][CH:36]=1)[C:10]([C:12]1[CH:17]=[CH:16][C:15]([Cl:18])=[C:14]([CH2:19][C:20]2[CH:25]=[CH:24][C:23]([O:26][CH2:27][CH3:28])=[CH:22][CH:21]=2)[CH:13]=1)=O)[C:2]1[CH:7]=[CH:6][CH:5]=[CH:4][CH:3]=1.N.C([BH3-])#[N:60].[Na+]. The catalyst is CO.ClCCl. The product is [CH2:43]([O:42][C@H:30]1[C@H:29]([O:50][CH2:51][C:52]2[CH:53]=[CH:54][CH:55]=[CH:56][CH:57]=2)[C@@H:9]([O:8][CH2:1][C:2]2[CH:3]=[CH:4][CH:5]=[CH:6][CH:7]=2)[CH:10]([C:12]2[CH:17]=[CH:16][C:15]([Cl:18])=[C:14]([CH2:19][C:20]3[CH:21]=[CH:22][C:23]([O:26][CH2:27][CH3:28])=[CH:24][CH:25]=3)[CH:13]=2)[NH:60][CH:31]1[CH2:32][O:33][CH2:34][C:35]1[CH:36]=[CH:37][CH:38]=[CH:39][CH:40]=1)[C:44]1[CH:45]=[CH:46][CH:47]=[CH:48][CH:49]=1. The yield is 0.340. (2) The reactants are [ClH:1].[N:2]1([C:9]2[C:18]3[C:13](=[CH:14][C:15]([O:19]CC4C=CC=CC=4)=[CH:16][CH:17]=3)[N:12]=[C:11]([CH3:27])[CH:10]=2)[CH2:8][CH2:7][CH2:6][CH2:5][CH2:4][CH2:3]1. The yield is 0.904. The product is [ClH:1].[N:2]1([C:9]2[C:18]3[C:13](=[CH:14][C:15]([OH:19])=[CH:16][CH:17]=3)[N:12]=[C:11]([CH3:27])[CH:10]=2)[CH2:8][CH2:7][CH2:6][CH2:5][CH2:4][CH2:3]1. The catalyst is CO.[Pd]. (3) The reactants are Cl[C:2]1[C:10]2[C:5](=[N:6][C:7]([O:12][CH2:13][C:14]([NH:16][C@H:17]([C:19]3[CH:24]=[CH:23][C:22]([CH3:25])=[CH:21][CH:20]=3)[CH3:18])=[O:15])=[CH:8][C:9]=2[CH3:11])[N:4]([CH3:26])[N:3]=1.[F-].[Cs+].[B-](F)(F)(F)F.CC([PH+](C(C)(C)C)C(C)(C)C)(C)C.[F:47][C:48]1[C:49]([Sn](CCCC)(CCCC)CCCC)=[N:50][CH:51]=[CH:52][CH:53]=1.C([O-])(O)=O.[Na+]. The catalyst is O1CCOCC1.C1C=CC(/C=C/C(/C=C/C2C=CC=CC=2)=O)=CC=1.C1C=CC(/C=C/C(/C=C/C2C=CC=CC=2)=O)=CC=1.C1C=CC(/C=C/C(/C=C/C2C=CC=CC=2)=O)=CC=1.[Pd].[Pd].C(Cl)Cl. The product is [F:47][C:48]1[C:49]([C:2]2[C:10]3[C:5](=[N:6][C:7]([O:12][CH2:13][C:14]([NH:16][C@H:17]([C:19]4[CH:24]=[CH:23][C:22]([CH3:25])=[CH:21][CH:20]=4)[CH3:18])=[O:15])=[CH:8][C:9]=3[CH3:11])[N:4]([CH3:26])[N:3]=2)=[N:50][CH:51]=[CH:52][CH:53]=1. The yield is 0.0600. (4) The reactants are [F:1][C:2]([F:27])([F:26])[CH2:3][N:4]1[CH:8]=[C:7]([C:9]2[N:14]=[CH:13][C:12]3[CH:15]=[N:16][N:17](COCC[Si](C)(C)C)[C:11]=3[CH:10]=2)[CH:6]=[N:5]1.C(O)(C(F)(F)F)=O. The catalyst is C(Cl)Cl. The product is [F:27][C:2]([F:1])([F:26])[CH2:3][N:4]1[CH:8]=[C:7]([C:9]2[N:14]=[CH:13][C:12]3[CH:15]=[N:16][NH:17][C:11]=3[CH:10]=2)[CH:6]=[N:5]1. The yield is 1.00. (5) The reactants are [Cl:1][C:2]1[CH:3]=[C:4]([C:8]2[C:16]([CH:17]([OH:20])[C:18]#[CH:19])=[C:15]3[N:10]([CH:11]=[N:12][CH:13]=[CH:14]3)[N:9]=2)[CH:5]=[CH:6][CH:7]=1. The catalyst is C(Cl)(Cl)Cl.[O-2].[O-2].[Mn+4]. The product is [Cl:1][C:2]1[CH:3]=[C:4]([C:8]2[C:16]([C:17](=[O:20])[C:18]#[CH:19])=[C:15]3[N:10]([CH:11]=[N:12][CH:13]=[CH:14]3)[N:9]=2)[CH:5]=[CH:6][CH:7]=1. The yield is 1.00. (6) The reactants are [Cl:1][C:2]1[CH:3]=[CH:4][C:5]2[C:14]3[C:9](=[C:10]([CH3:15])[N:11]=[CH:12][CH:13]=3)[C:8](=[O:16])[N:7]([CH3:17])[C:6]=2[CH:18]=1.OS(O)(=O)=O.[I:24](O)(=O)(=O)=O.II. The catalyst is C(O)(=O)C. The product is [Cl:1][C:2]1[C:3]([I:24])=[CH:4][C:5]2[C:14]3[C:9](=[C:10]([CH3:15])[N:11]=[CH:12][CH:13]=3)[C:8](=[O:16])[N:7]([CH3:17])[C:6]=2[CH:18]=1. The yield is 0.830.